From a dataset of Reaction yield outcomes from USPTO patents with 853,638 reactions. Predict the reaction yield, written as a fraction of the theoretical maximum amount of product (1.0 means a 100% yield; for example, 0.34 means a 34% yield). (1) The reactants are [CH2:1]([N:3]([CH2:14][CH2:15][OH:16])[C:4](=[O:13])[O:5][CH2:6][C:7]1[CH:12]=[CH:11][CH:10]=[CH:9][CH:8]=1)C.CNCCO. No catalyst specified. The product is [OH:16][CH2:15][CH2:14][N:3]([CH3:1])[C:4](=[O:13])[O:5][CH2:6][C:7]1[CH:8]=[CH:9][CH:10]=[CH:11][CH:12]=1. The yield is 0.930. (2) The reactants are [CH3:1][N:2]1[CH:6]=[C:5]([NH:7][C:8]([C:10]2[CH:15]=[CH:14][CH:13]=[C:12]([C:16]3[CH:17]=[N:18][NH:19][CH:20]=3)[N:11]=2)=[O:9])[C:4]([C:21]([O-:23])=O)=[N:3]1.[Li+].F[P-](F)(F)(F)(F)F.[N:32]1(O[P+](N(C)C)(N(C)C)N(C)C)[C:36]2C=[CH:38][CH:39]=[CH:40][C:35]=2N=N1.C(N(C(C)C)C(C)C)C. The catalyst is CN(C=O)C.CS(C)=O. The product is [CH3:1][N:2]1[CH:6]=[C:5]([NH:7][C:8]([C:10]2[CH:15]=[CH:14][CH:13]=[C:12]([C:16]3[CH:20]=[N:19][NH:18][CH:17]=3)[N:11]=2)=[O:9])[C:4]([C:21](=[O:23])[NH:32][CH2:36][CH2:35][CH2:40][CH:39]=[CH2:38])=[N:3]1. The yield is 0.440. (3) The reactants are [C:1]1([S:7]([C:10]2[CH:11]=[N:12][C:13]3[C:18]([CH:19]=2)=[CH:17][CH:16]=[CH:15][C:14]=3[N:20]2[CH2:24][CH2:23][C@H:22]3[CH2:25][N:26](C(OCC)=O)[CH2:27][C@@H:21]23)(=[O:9])=[O:8])[CH:6]=[CH:5][CH:4]=[CH:3][CH:2]=1.C[Si](I)(C)C.CO. The catalyst is C(Cl)(Cl)Cl. The product is [N:20]1([C:14]2[CH:15]=[CH:16][CH:17]=[C:18]3[C:13]=2[N:12]=[CH:11][C:10]([S:7]([C:1]2[CH:6]=[CH:5][CH:4]=[CH:3][CH:2]=2)(=[O:8])=[O:9])=[CH:19]3)[CH2:24][CH2:23][C@H:22]2[CH2:25][NH:26][CH2:27][C@@H:21]12. The yield is 0.220. (4) The reactants are [CH:1]1[C:13]2[CH:12]([CH2:14][O:15][C:16]([NH:18][C@H:19]([C:25]([OH:27])=[O:26])[CH2:20][CH2:21][CH2:22][CH2:23][NH2:24])=[O:17])[C:11]3[C:6](=[CH:7][CH:8]=[CH:9][CH:10]=3)[C:5]=2[CH:4]=[CH:3][CH:2]=1.[C:28]([C:32]1[CH:37]=[CH:36][C:35]([S:38](Cl)(=[O:40])=[O:39])=[CH:34][CH:33]=1)([CH3:31])([CH3:30])[CH3:29]. No catalyst specified. The product is [C:28]([C:32]1[CH:37]=[CH:36][C:35]([S:38]([NH:24][CH2:23][CH2:22][CH2:21][CH2:20][C@@H:19]([C:25]([OH:27])=[O:26])[NH:18][C:16]([O:15][CH2:14][CH:12]2[C:11]3[CH:10]=[CH:9][CH:8]=[CH:7][C:6]=3[C:5]3[C:13]2=[CH:1][CH:2]=[CH:3][CH:4]=3)=[O:17])(=[O:40])=[O:39])=[CH:34][CH:33]=1)([CH3:31])([CH3:29])[CH3:30]. The yield is 0.720. (5) The reactants are [Br:1][C:2]1[C:3]([CH3:25])=[C:4]([N:8]2[C:13](=[O:14])[CH:12]=[CH:11][N:10](CC3C=CC(OC)=CC=3)[C:9]2=[O:24])[CH:5]=[CH:6][CH:7]=1.FC(F)(F)S(O)(=O)=O. The catalyst is C(O)(C(F)(F)F)=O. The product is [Br:1][C:2]1[C:3]([CH3:25])=[C:4]([N:8]2[C:13](=[O:14])[CH:12]=[CH:11][NH:10][C:9]2=[O:24])[CH:5]=[CH:6][CH:7]=1. The yield is 0.960. (6) The reactants are [Cl:1][C:2]1[CH:3]=[C:4]2[C:10]([C:11]3[N:16]=[C:15]([NH:17][C@H:18]4[CH2:22][CH2:21][N:20](S(C)(=O)=O)[CH2:19]4)[C:14]([F:27])=[CH:13][N:12]=3)=[CH:9][NH:8][C:5]2=[N:6][CH:7]=1.[C:28](=O)([O-:43])[O:29][CH:30](N1C(=O)CCC1=O)[CH:31]1[CH2:35][CH2:34][O:33][CH2:32]1. No catalyst specified. The product is [Cl:1][C:2]1[CH:3]=[C:4]2[C:10]([C:11]3[N:16]=[C:15]([NH:17][CH:18]4[CH2:22][CH2:21][N:20]([C:28]([O:29][CH2:30][C@H:31]5[CH2:35][CH2:34][O:33][CH2:32]5)=[O:43])[CH2:19]4)[C:14]([F:27])=[CH:13][N:12]=3)=[CH:9][NH:8][C:5]2=[N:6][CH:7]=1. The yield is 0.100.